Task: Predict which catalyst facilitates the given reaction.. Dataset: Catalyst prediction with 721,799 reactions and 888 catalyst types from USPTO (1) Reactant: CI.[Br:3][C:4]1[N:9]=[C:8]([NH:10][C:11]([NH2:13])=S)[CH:7]=[CH:6][CH:5]=1.[CH3:14][O:15][C:16]1[CH:23]=[CH:22][CH:21]=[C:20]([O:24][CH3:25])[C:17]=1[CH2:18][NH2:19]. Product: [Br:3][C:4]1[N:9]=[C:8]([NH:10][C:11]([NH:19][CH2:18][C:17]2[C:20]([O:24][CH3:25])=[CH:21][CH:22]=[CH:23][C:16]=2[O:15][CH3:14])=[NH:13])[CH:7]=[CH:6][CH:5]=1. The catalyst class is: 645. (2) Product: [CH2:1]([O:3][C:4]([C:5]1[C:6]([F:20])=[CH:7][C:8]2[S:14][CH2:15][C:16](=[O:17])[NH:11][C:9]=2[CH:10]=1)=[O:21])[CH3:2]. Reactant: [CH2:1]([O:3][C:4](=[O:21])[C:5]1[CH:10]=[C:9]([N+:11]([O-])=O)[C:8]([S:14][CH2:15][C:16](OC)=[O:17])=[CH:7][C:6]=1[F:20])[CH3:2]. The catalyst class is: 180.